This data is from Forward reaction prediction with 1.9M reactions from USPTO patents (1976-2016). The task is: Predict the product of the given reaction. (1) Given the reactants [Cl:1][C:2]1[N:3]([CH2:10][C@@:11]([OH:26])([CH3:25])[CH2:12][O:13]C(=O)C2C=CC([N+]([O-])=O)=CC=2)[CH:4]=[C:5]([N+:7]([O-:9])=[O:8])[N:6]=1.Cl.S([O-])([O-])(=O)=O.[Mg+2], predict the reaction product. The product is: [Cl:1][C:2]1[N:3]([CH2:10][C@@:11]([OH:26])([CH3:25])[CH2:12][OH:13])[CH:4]=[C:5]([N+:7]([O-:9])=[O:8])[N:6]=1. (2) Given the reactants [Br:1][C:2]1[CH:19]=[CH:18][C:5]([C:6](/[C:8](=[CH:14]/[N:15](C)C)/[C:9]([O:11][CH2:12][CH3:13])=[O:10])=O)=[C:4]([N+:20]([O-:22])=[O:21])[CH:3]=1.Cl.[O:24]1[CH2:30][CH:29]([NH:31]N)[CH2:28][O:27][CH2:26][CH2:25]1, predict the reaction product. The product is: [Br:1][C:2]1[CH:19]=[CH:18][C:5]([C:6]2[N:31]([CH:29]3[CH2:28][O:27][CH2:26][CH2:25][O:24][CH2:30]3)[N:15]=[CH:14][C:8]=2[C:9]([O:11][CH2:12][CH3:13])=[O:10])=[C:4]([N+:20]([O-:22])=[O:21])[CH:3]=1.